Dataset: NCI-60 drug combinations with 297,098 pairs across 59 cell lines. Task: Regression. Given two drug SMILES strings and cell line genomic features, predict the synergy score measuring deviation from expected non-interaction effect. (1) Drug 1: CCC(=C(C1=CC=CC=C1)C2=CC=C(C=C2)OCCN(C)C)C3=CC=CC=C3.C(C(=O)O)C(CC(=O)O)(C(=O)O)O. Drug 2: CC(C)(C#N)C1=CC(=CC(=C1)CN2C=NC=N2)C(C)(C)C#N. Cell line: U251. Synergy scores: CSS=2.51, Synergy_ZIP=-4.30, Synergy_Bliss=-5.38, Synergy_Loewe=-6.56, Synergy_HSA=-5.81. (2) Drug 1: C1CC(=O)NC(=O)C1N2CC3=C(C2=O)C=CC=C3N. Drug 2: C1=CC(=CC=C1CCCC(=O)O)N(CCCl)CCCl. Synergy scores: CSS=8.69, Synergy_ZIP=0.867, Synergy_Bliss=4.50, Synergy_Loewe=3.59, Synergy_HSA=5.54. Cell line: UACC-257. (3) Drug 1: C1CC(C1)(C(=O)O)C(=O)O.[NH2-].[NH2-].[Pt+2]. Drug 2: CS(=O)(=O)CCNCC1=CC=C(O1)C2=CC3=C(C=C2)N=CN=C3NC4=CC(=C(C=C4)OCC5=CC(=CC=C5)F)Cl. Cell line: SK-OV-3. Synergy scores: CSS=25.5, Synergy_ZIP=-2.69, Synergy_Bliss=-0.121, Synergy_Loewe=-2.95, Synergy_HSA=1.25. (4) Synergy scores: CSS=42.0, Synergy_ZIP=2.12, Synergy_Bliss=-0.175, Synergy_Loewe=-34.8, Synergy_HSA=-2.49. Drug 1: C1=NC2=C(N=C(N=C2N1C3C(C(C(O3)CO)O)F)Cl)N. Cell line: HCC-2998. Drug 2: CCN(CC)CCNC(=O)C1=C(NC(=C1C)C=C2C3=C(C=CC(=C3)F)NC2=O)C. (5) Drug 1: C1=CC(=CC=C1CCCC(=O)O)N(CCCl)CCCl. Drug 2: CC12CCC3C(C1CCC2O)C(CC4=C3C=CC(=C4)O)CCCCCCCCCS(=O)CCCC(C(F)(F)F)(F)F. Cell line: SK-MEL-28. Synergy scores: CSS=-2.96, Synergy_ZIP=-3.26, Synergy_Bliss=-5.02, Synergy_Loewe=-5.29, Synergy_HSA=-5.19. (6) Drug 1: COC1=CC(=CC(=C1O)OC)C2C3C(COC3=O)C(C4=CC5=C(C=C24)OCO5)OC6C(C(C7C(O6)COC(O7)C8=CC=CS8)O)O. Drug 2: C1=NNC2=C1C(=O)NC=N2. Cell line: MDA-MB-435. Synergy scores: CSS=0.703, Synergy_ZIP=-2.41, Synergy_Bliss=-1.50, Synergy_Loewe=-12.3, Synergy_HSA=-4.39.